Predict the reactants needed to synthesize the given product. From a dataset of Full USPTO retrosynthesis dataset with 1.9M reactions from patents (1976-2016). (1) Given the product [F:27][C:2]([F:1])([F:26])[C:3]1[CH:4]=[CH:5][C:6]([O:9][C:10]2[CH:11]=[CH:12][C:13]([O:16][C:17]([N:19]3[CH2:20][CH2:21][CH:22]([O:25][C:36]4[CH:37]=[CH:38][C:33]([N:28]5[CH:32]=[CH:31][N:30]=[CH:29]5)=[CH:34][CH:35]=4)[CH2:23][CH2:24]3)=[O:18])=[CH:14][CH:15]=2)=[N:7][CH:8]=1, predict the reactants needed to synthesize it. The reactants are: [F:1][C:2]([F:27])([F:26])[C:3]1[CH:4]=[CH:5][C:6]([O:9][C:10]2[CH:15]=[CH:14][C:13]([O:16][C:17]([N:19]3[CH2:24][CH2:23][CH:22]([OH:25])[CH2:21][CH2:20]3)=[O:18])=[CH:12][CH:11]=2)=[N:7][CH:8]=1.[N:28]1([C:33]2[CH:38]=[CH:37][C:36](O)=[CH:35][CH:34]=2)[CH:32]=[CH:31][N:30]=[CH:29]1.C(OCC)(=O)C.Cl. (2) Given the product [CH3:29][O:28][C:25]1[CH:24]=[CH:23][C:22]([C:20]2[N:21]=[C:17]([C:6]3([CH2:5][OH:4])[CH2:7][CH2:8][N:9]([C:12](=[O:16])[N:13]([OH:15])[CH3:14])[CH2:10][CH2:11]3)[O:18][C:19]=2[C:30]2[CH:31]=[CH:32][C:33]([O:36][CH3:37])=[CH:34][CH:35]=2)=[CH:27][CH:26]=1, predict the reactants needed to synthesize it. The reactants are: C([O:4][CH2:5][C:6]1([C:17]2[O:18][C:19]([C:30]3[CH:35]=[CH:34][C:33]([O:36][CH3:37])=[CH:32][CH:31]=3)=[C:20]([C:22]3[CH:27]=[CH:26][C:25]([O:28][CH3:29])=[CH:24][CH:23]=3)[N:21]=2)[CH2:11][CH2:10][N:9]([C:12](=[O:16])[N:13]([OH:15])[CH3:14])[CH2:8][CH2:7]1)(=O)C.C(=O)([O-])[O-].[K+].[K+]. (3) Given the product [NH2:15][C:9]1[S:8][C:3]2[CH:4]=[CH:5][CH:6]=[CH:7][C:2]=2[N:1]=1, predict the reactants needed to synthesize it. The reactants are: [NH2:1][C:2]1[CH:7]=[CH:6][CH:5]=[CH:4][C:3]=1[SH:8].[C:9]1([NH:15]C2C=CC=CC=2)C=CC=CC=1.[S-]C#N.BrBr. (4) The reactants are: [CH:1]1[CH:6]=[CH:5][C:4]([C:7]2[C:12]([N:13]=[C:14]=[O:15])=[CH:11][CH:10]=[CH:9][CH:8]=2)=[CH:3][CH:2]=1.Cl.[N:17]12[CH2:24][CH2:23][CH:20]([CH2:21][CH2:22]1)[C@@H:19](O)[CH2:18]2.CN(C)C=[O:29]. Given the product [N:17]12[CH2:18][CH:19]([CH2:21][CH2:22]1)[C@H:20]([O:15][C:14](=[O:29])[NH:13][C:12]1[CH:11]=[CH:10][CH:9]=[CH:8][C:7]=1[C:4]1[CH:3]=[CH:2][CH:1]=[CH:6][CH:5]=1)[CH2:23][CH2:24]2, predict the reactants needed to synthesize it. (5) Given the product [Cl:17][C:15]1[CH:14]=[CH:13][C:12]([S:18]([CH2:21][CH3:22])(=[O:20])=[O:19])=[C:11]([CH2:10][N:9]2[C:7](=[O:8])[C:6]3[C:5](=[CH:26][C:25]([CH2:27][OH:28])=[C:24]([C:29]([F:31])([F:32])[F:30])[CH:23]=3)[N:4]=[CH:1]2)[CH:16]=1, predict the reactants needed to synthesize it. The reactants are: [CH:1](O)=O.[NH2:4][C:5]1[CH:26]=[C:25]([CH2:27][OH:28])[C:24]([C:29]([F:32])([F:31])[F:30])=[CH:23][C:6]=1[C:7]([NH:9][CH2:10][C:11]1[CH:16]=[C:15]([Cl:17])[CH:14]=[CH:13][C:12]=1[S:18]([CH2:21][CH3:22])(=[O:20])=[O:19])=[O:8].